The task is: Regression. Given two drug SMILES strings and cell line genomic features, predict the synergy score measuring deviation from expected non-interaction effect.. This data is from NCI-60 drug combinations with 297,098 pairs across 59 cell lines. Drug 1: CC1C(C(=O)NC(C(=O)N2CCCC2C(=O)N(CC(=O)N(C(C(=O)O1)C(C)C)C)C)C(C)C)NC(=O)C3=C4C(=C(C=C3)C)OC5=C(C(=O)C(=C(C5=N4)C(=O)NC6C(OC(=O)C(N(C(=O)CN(C(=O)C7CCCN7C(=O)C(NC6=O)C(C)C)C)C)C(C)C)C)N)C. Drug 2: CN(CC1=CN=C2C(=N1)C(=NC(=N2)N)N)C3=CC=C(C=C3)C(=O)NC(CCC(=O)O)C(=O)O. Cell line: EKVX. Synergy scores: CSS=-0.280, Synergy_ZIP=-1.18, Synergy_Bliss=-0.994, Synergy_Loewe=-6.24, Synergy_HSA=-3.26.